This data is from Forward reaction prediction with 1.9M reactions from USPTO patents (1976-2016). The task is: Predict the product of the given reaction. (1) Given the reactants [N+:1]([C:4]1[CH:5]=[C:6]([CH:25]=[CH:26][CH:27]=1)[C:7]([NH:9][CH2:10][C:11]1[CH:12]=[C:13]([NH:17][C:18](=[O:24])[O:19][C:20]([CH3:23])([CH3:22])[CH3:21])[CH:14]=[CH:15][CH:16]=1)=[O:8])([O-])=O, predict the reaction product. The product is: [NH2:1][C:4]1[CH:5]=[C:6]([CH:25]=[CH:26][CH:27]=1)[C:7]([NH:9][CH2:10][C:11]1[CH:12]=[C:13]([NH:17][C:18](=[O:24])[O:19][C:20]([CH3:22])([CH3:23])[CH3:21])[CH:14]=[CH:15][CH:16]=1)=[O:8]. (2) Given the reactants [NH2:1][C:2]1[CH:3]=[C:4]([C:9]([CH3:15])([CH3:14])[C:10]([O:12]C)=[O:11])[CH:5]=[CH:6][C:7]=1[CH3:8].[CH3:16][C:17]1[CH:25]=[C:24]([O:26][CH2:27][C@@H:28]2[CH2:33][N:32]([CH3:34])[C:31]3[CH:35]=[CH:36][CH:37]=[CH:38][C:30]=3[O:29]2)[C:23]([CH3:39])=[CH:22][C:18]=1[C:19](Cl)=[O:20].OC1C(C)=CC(C(OC)=O)=C(C)C=1, predict the reaction product. The product is: [CH3:16][C:17]1[CH:25]=[C:24]([O:26][CH2:27][C@@H:28]2[CH2:33][N:32]([CH3:34])[C:31]3[CH:35]=[CH:36][CH:37]=[CH:38][C:30]=3[O:29]2)[C:23]([CH3:39])=[CH:22][C:18]=1[C:19]([NH:1][C:2]1[CH:3]=[C:4]([C:9]([CH3:15])([CH3:14])[C:10]([OH:12])=[O:11])[CH:5]=[CH:6][C:7]=1[CH3:8])=[O:20].